From a dataset of Forward reaction prediction with 1.9M reactions from USPTO patents (1976-2016). Predict the product of the given reaction. (1) Given the reactants C([O:8][C:9]1[CH:14]=[CH:13][C:12]([C:15]([CH3:18])([CH3:17])[CH3:16])=[CH:11][C:10]=1[C:19]([CH3:23])([CH3:22])[CH2:20][OH:21])C1C=CC=CC=1, predict the reaction product. The product is: [OH:8][C:9]1[CH:14]=[CH:13][C:12]([C:15]([CH3:18])([CH3:16])[CH3:17])=[CH:11][C:10]=1[C:19]([CH3:23])([CH3:22])[CH2:20][OH:21]. (2) Given the reactants Br[C:2]1[CH:23]=[CH:22][C:5]2=[C:6]([CH2:15][N:16]3[CH2:21][CH2:20][O:19][CH2:18][CH2:17]3)[CH:7]=[C:8]3[C:13]([C:12](=[O:14])N[CH:10]=[CH:9]3)=[C:4]2[CH:3]=1.[Cl-].[Li+].CC1(C)C(C)(C)OB([C:34]2[CH:46]=[CH:45][C:37]([CH2:38][N:39]3[CH2:44][CH2:43][O:42][CH2:41][CH2:40]3)=[CH:36][CH:35]=2)O1.[C:48](=O)([O-])[O-].[Na+].[Na+].N#N, predict the reaction product. The product is: [N:16]1([CH2:15][C:6]2[C:5]3[C:4]([C:13]4[C:12](=[O:14])[CH2:48][CH:10]=[CH:9][C:8]=4[CH:7]=2)=[CH:3][C:2]([C:34]2[CH:35]=[CH:36][C:37]([CH2:38][N:39]4[CH2:40][CH2:41][O:42][CH2:43][CH2:44]4)=[CH:45][CH:46]=2)=[CH:23][CH:22]=3)[CH2:21][CH2:20][O:19][CH2:18][CH2:17]1. (3) Given the reactants C([O:8][C:9]1[CH:10]=[C:11]([C:16]2[C:24]3[C:19](=[N:20][CH:21]=[N:22][C:23]=3[NH2:25])[N:18]([CH:26]([CH3:28])[CH3:27])[N:17]=2)[CH:12]=[C:13]([F:15])[CH:14]=1)C1C=CC=CC=1, predict the reaction product. The product is: [NH2:25][C:23]1[N:22]=[CH:21][N:20]=[C:19]2[N:18]([CH:26]([CH3:28])[CH3:27])[N:17]=[C:16]([C:11]3[CH:10]=[C:9]([OH:8])[CH:14]=[C:13]([F:15])[CH:12]=3)[C:24]=12.